Dataset: Full USPTO retrosynthesis dataset with 1.9M reactions from patents (1976-2016). Task: Predict the reactants needed to synthesize the given product. Given the product [Cl:26][C:15]1[C:30]2[O:11][C:4]([C:3]([NH2:8])=[O:2])=[CH:5][C:29]=2[N:31]=[CH:23][N:16]=1, predict the reactants needed to synthesize it. The reactants are: C[O:2][C:3]1[C:4]2[O:11]C(C(O)=O)=C[C:5]=2N=C[N:8]=1.[CH3:15][N:16]([CH3:23])C1C=CC=CC=1.P(Cl)(Cl)([Cl:26])=O.[C:29](#[N:31])[CH3:30].